Predict the product of the given reaction. From a dataset of Forward reaction prediction with 1.9M reactions from USPTO patents (1976-2016). (1) Given the reactants [CH:1]1([C@:4]2([OH:12])[CH2:8][CH2:7][NH:6][C@H:5]2[CH:9]([CH3:11])[CH3:10])[CH2:3][CH2:2]1.[Cl:13][C:14]1[CH:21]=[C:20](F)[CH:19]=[CH:18][C:15]=1[C:16]#[N:17].C(=O)([O-])[O-].[Li+].[Li+], predict the reaction product. The product is: [Cl:13][C:14]1[CH:21]=[C:20]([N:6]2[CH2:7][CH2:8][C@:4]([CH:1]3[CH2:3][CH2:2]3)([OH:12])[C@@H:5]2[CH:9]([CH3:10])[CH3:11])[CH:19]=[CH:18][C:15]=1[C:16]#[N:17]. (2) Given the reactants Cl.[C:2]([C:4]1[C:5]([C:20]2[CH:21]=[N:22][C:23]([C:26]([F:29])([F:28])[F:27])=[CH:24][CH:25]=2)=[CH:6][C:7]([CH2:10][NH:11][C:12]([C@@H:14]2[CH2:18][C@@H:17]([F:19])[CH2:16][NH:15]2)=[O:13])=[N:8][CH:9]=1)#[N:3].[F:30][C:31]1[CH:36]=[CH:35][C:34]([S:37](Cl)(=[O:39])=[O:38])=[CH:33][CH:32]=1, predict the reaction product. The product is: [C:2]([C:4]1[C:5]([C:20]2[CH:21]=[N:22][C:23]([C:26]([F:29])([F:28])[F:27])=[CH:24][CH:25]=2)=[CH:6][C:7]([CH2:10][NH:11][C:12]([C@@H:14]2[CH2:18][C@@H:17]([F:19])[CH2:16][N:15]2[S:37]([C:34]2[CH:35]=[CH:36][C:31]([F:30])=[CH:32][CH:33]=2)(=[O:39])=[O:38])=[O:13])=[N:8][CH:9]=1)#[N:3]. (3) Given the reactants COCCOC.[CH2:7]([O:14][CH2:15][CH:16]=[CH2:17])[C:8]1[CH:13]=[CH:12][CH:11]=[CH:10][CH:9]=1.[Cl:18][C:19]([Cl:24])(Cl)[C:20](Cl)=[O:21], predict the reaction product. The product is: [CH2:7]([O:14][CH2:15][CH:16]1[CH2:17][C:20](=[O:21])[C:19]1([Cl:24])[Cl:18])[C:8]1[CH:13]=[CH:12][CH:11]=[CH:10][CH:9]=1. (4) Given the reactants [C:1]([O:9][C@H:10]1[CH2:34][CH2:33][C@@:32]2([CH3:35])[C:12](=[CH:13][CH2:14][C@@H:15]3[C@@H:31]2[CH2:30][CH2:29][C@@:28]2([CH3:36])[C@H:16]3[CH2:17][CH:18]=[C:19]2[C@H:20]([CH3:27])[CH2:21][CH2:22][CH2:23][CH:24]([CH3:26])[CH3:25])[C:11]1([CH3:38])[CH3:37])(=[O:8])[C:2]1[CH:7]=[CH:6][CH:5]=[CH:4][CH:3]=1.C1C=C(Cl)C=C(C(OO)=[O:47])C=1.[OH-].[Na+].CO, predict the reaction product. The product is: [C:1]([O:9][C@H:10]1[CH2:34][CH2:33][C@@:32]2([CH3:35])[C:12](=[CH:13][CH2:14][C@@H:15]3[C@@H:31]2[CH2:30][CH2:29][C@@:28]2([CH3:36])[C@H:16]3[CH:17]3[O:47][C@@H:18]3[C@@H:19]2[C@H:20]([CH3:27])[CH2:21][CH2:22][CH2:23][CH:24]([CH3:26])[CH3:25])[C:11]1([CH3:38])[CH3:37])(=[O:8])[C:2]1[CH:7]=[CH:6][CH:5]=[CH:4][CH:3]=1. (5) Given the reactants C(NC1C=CC(S([N:14]=[N+:15]=[N-])(=O)=O)=CC=1)(=O)C.[CH2:17]([O:24][CH2:25][C:26](=[O:33])[CH2:27][C:28]([O:30][CH2:31][CH3:32])=[O:29])[C:18]1[CH:23]=[CH:22][CH:21]=[CH:20][CH:19]=1.C(N(CC)CC)C, predict the reaction product. The product is: [CH2:17]([O:24][CH2:25][C:26](=[O:33])[C:27](=[N+:14]=[N-:15])[C:28]([O:30][CH2:31][CH3:32])=[O:29])[C:18]1[CH:23]=[CH:22][CH:21]=[CH:20][CH:19]=1.